Dataset: Full USPTO retrosynthesis dataset with 1.9M reactions from patents (1976-2016). Task: Predict the reactants needed to synthesize the given product. (1) The reactants are: [O:1]=[C:2]1[NH:7][C:6]2[CH:8]=[C:9]([C:12]([OH:14])=O)[CH:10]=[CH:11][C:5]=2[S:4][CH2:3]1.[CH3:15][O:16][C:17]([C@H:19]1[CH2:24][CH2:23][C@H:22]([NH2:25])[CH2:21][CH2:20]1)=[O:18].ON1C2C=CC=CC=2N=N1.Cl.CN(C)CCCN=C=NCC.C(N(CC)C(C)C)(C)C. Given the product [CH3:15][O:16][C:17]([C@H:19]1[CH2:24][CH2:23][C@H:22]([NH:25][C:12]([C:9]2[CH:10]=[CH:11][C:5]3[S:4][CH2:3][C:2](=[O:1])[NH:7][C:6]=3[CH:8]=2)=[O:14])[CH2:21][CH2:20]1)=[O:18], predict the reactants needed to synthesize it. (2) Given the product [O:30]=[C:21]1[N:20]([CH2:31][CH2:32][CH3:33])[C:19]2[N:18]=[C:17]([C:12]34[CH2:15][CH2:16][C:9]([CH2:8][CH2:7][C:6]5[N:5]([CH2:4][CH2:3][C:1]#[N:2])[N:60]=[N:59][N:58]=5)([CH2:14][CH2:13]3)[CH2:10][CH2:11]4)[NH:25][C:24]=2[C:23](=[O:26])[N:22]1[CH2:27][CH2:28][CH3:29], predict the reactants needed to synthesize it. The reactants are: [C:1]([CH2:3][CH2:4][NH:5][C:6](=O)[CH2:7][CH2:8][C:9]12[CH2:16][CH2:15][C:12]([C:17]3[NH:25][C:24]4[C:23](=[O:26])[N:22]([CH2:27][CH2:28][CH3:29])[C:21](=[O:30])[N:20]([CH2:31][CH2:32][CH3:33])[C:19]=4[N:18]=3)([CH2:13][CH2:14]1)[CH2:11][CH2:10]2)#[N:2].C1C=CC(P(C2C=CC=CC=2)C2C=CC=CC=2)=CC=1.[Si]([N:58]=[N+:59]=[N-:60])(C)(C)C.CCOC(/N=N/C(OCC)=O)=O.